Dataset: Catalyst prediction with 721,799 reactions and 888 catalyst types from USPTO. Task: Predict which catalyst facilitates the given reaction. (1) Reactant: [NH2:1][C:2]1[N:11]=[CH:10][C:9]2[C:4](=[CH:5][C:6]([O:13][CH3:14])=[C:7]([Br:12])[CH:8]=2)[N:3]=1.[C:15](OC(=O)C)(=[O:17])[CH3:16].O. Product: [C:15]([NH:1][C:2]1[N:11]=[CH:10][C:9]2[C:4](=[CH:5][C:6]([O:13][CH3:14])=[C:7]([Br:12])[CH:8]=2)[N:3]=1)(=[O:17])[CH3:16]. The catalyst class is: 17. (2) Reactant: [C:1]([C:5]1[CH:6]=[C:7]([NH:40][S:41]([CH3:44])(=[O:43])=[O:42])[C:8]([O:38][CH3:39])=[C:9]([NH:11][C:12]([C:14]2[N:15]([CH3:37])[C:16]3[C:21]([CH:22]=2)=[CH:20][CH:19]=[CH:18][C:17]=3[CH2:23][N:24]2[CH2:29][CH2:28][N:27](C(OC(C)(C)C)=O)[CH2:26][CH2:25]2)=[O:13])[CH:10]=1)([CH3:4])([CH3:3])[CH3:2].CO.[ClH:47]. Product: [ClH:47].[ClH:47].[C:1]([C:5]1[CH:6]=[C:7]([NH:40][S:41]([CH3:44])(=[O:43])=[O:42])[C:8]([O:38][CH3:39])=[C:9]([NH:11][C:12]([C:14]2[N:15]([CH3:37])[C:16]3[C:21]([CH:22]=2)=[CH:20][CH:19]=[CH:18][C:17]=3[CH2:23][N:24]2[CH2:25][CH2:26][NH:27][CH2:28][CH2:29]2)=[O:13])[CH:10]=1)([CH3:4])([CH3:2])[CH3:3]. The catalyst class is: 32. (3) Reactant: [OH:1][C:2]1[CH:7]=[CH:6][C:5]([CH:8]2[CH2:13][CH2:12][CH:11]([CH2:14][C:15]([O:17][CH2:18][CH3:19])=[O:16])[CH2:10][CH2:9]2)=[CH:4][CH:3]=1.C(N(C(C)C)CC)(C)C.[S:29](O[S:29]([C:32]([F:35])([F:34])[F:33])(=[O:31])=[O:30])([C:32]([F:35])([F:34])[F:33])(=[O:31])=[O:30]. Product: [F:33][C:32]([F:35])([F:34])[S:29]([O:1][C:2]1[CH:3]=[CH:4][C:5]([CH:8]2[CH2:9][CH2:10][CH:11]([CH2:14][C:15]([O:17][CH2:18][CH3:19])=[O:16])[CH2:12][CH2:13]2)=[CH:6][CH:7]=1)(=[O:31])=[O:30]. The catalyst class is: 4. (4) Reactant: [CH:1]1([CH2:4][O:5][C:6]2[CH:11]=[CH:10][C:9]([S:12]([N:15]3[CH2:20][CH2:19][CH:18]([O:21]C4CCCCO4)[CH2:17][CH2:16]3)(=[O:14])=[O:13])=[CH:8][C:7]=2[C:28]2[C:29]3[CH:38]=[CH:37][NH:36][C:30]=3[C:31](=[O:35])[N:32]([CH3:34])[CH:33]=2)[CH2:3][CH2:2]1.C(O)(=O)C.O1CCCC1. Product: [CH:1]1([CH2:4][O:5][C:6]2[CH:11]=[CH:10][C:9]([S:12]([N:15]3[CH2:20][CH2:19][CH:18]([OH:21])[CH2:17][CH2:16]3)(=[O:13])=[O:14])=[CH:8][C:7]=2[C:28]2[C:29]3[CH:38]=[CH:37][NH:36][C:30]=3[C:31](=[O:35])[N:32]([CH3:34])[CH:33]=2)[CH2:3][CH2:2]1. The catalyst class is: 6. (5) Reactant: [C:1]1([C:7]2[CH:8]=[C:9]([CH:14]=[CH:15][N:16]=2)[C:10]([O:12]C)=[O:11])[CH:6]=[CH:5][CH:4]=[CH:3][CH:2]=1.[OH-].[Li+:18]. Product: [C:1]1([C:7]2[CH:8]=[C:9]([CH:14]=[CH:15][N:16]=2)[C:10]([O-:12])=[O:11])[CH:2]=[CH:3][CH:4]=[CH:5][CH:6]=1.[Li+:18]. The catalyst class is: 1. (6) Reactant: [O:1]([CH2:19][C@H:20]1[C@@H:27]2[C@@H:23]([O:24][C:25](=[O:28])[CH2:26]2)[CH2:22][C@@H:21]1[F:29])[Si:2]([C:15]([CH3:18])([CH3:17])[CH3:16])([C:9]1[CH:14]=[CH:13][CH:12]=[CH:11][CH:10]=1)[C:3]1[CH:8]=[CH:7][CH:6]=[CH:5][CH:4]=1.[H-].C([Al+]CC(C)C)C(C)C.CO.C([O-])(=O)C(C(C([O-])=O)O)O.[K+].[Na+]. Product: [O:1]([CH2:19][C@H:20]1[C@@H:27]2[C@@H:23]([O:24][CH:25]([OH:28])[CH2:26]2)[CH2:22][C@@H:21]1[F:29])[Si:2]([C:15]([CH3:16])([CH3:17])[CH3:18])([C:3]1[CH:4]=[CH:5][CH:6]=[CH:7][CH:8]=1)[C:9]1[CH:14]=[CH:13][CH:12]=[CH:11][CH:10]=1. The catalyst class is: 133. (7) Reactant: [Br:1][C:2]1[CH:3]=[C:4]([C:8]([O:10][CH2:11][CH3:12])=[O:9])[NH:5][C:6]=1[CH3:7].[Cl:13]N1C(=O)CCC1=O.[OH-].[Na+]. Product: [Br:1][C:2]1[C:3]([Cl:13])=[C:4]([C:8]([O:10][CH2:11][CH3:12])=[O:9])[NH:5][C:6]=1[CH3:7]. The catalyst class is: 3. (8) Reactant: [NH2:1][C:2]1[C:3]([N:23]2[CH2:28][CH2:27][N:26]([C:29]3[CH:34]=[CH:33][CH:32]=[CH:31][C:30]=3[CH3:35])[CH2:25][CH2:24]2)=[CH:4][C:5]([CH:20]2[CH2:22][CH2:21]2)=[C:6]([CH:19]=1)[C:7]([NH:9][CH2:10][CH2:11][CH2:12][N:13]1[CH2:17][CH2:16][CH2:15][C:14]1=[O:18])=[O:8].C(N(CC)C(C)C)(C)C.[O:45]1[CH:49]=[CH:48][CH:47]=[C:46]1[C:50](Cl)=[O:51]. Product: [CH:20]1([C:5]2[C:6]([C:7](=[O:8])[NH:9][CH2:10][CH2:11][CH2:12][N:13]3[CH2:17][CH2:16][CH2:15][C:14]3=[O:18])=[CH:19][C:2]([NH:1][C:50]([C:46]3[O:45][CH:49]=[CH:48][CH:47]=3)=[O:51])=[C:3]([N:23]3[CH2:24][CH2:25][N:26]([C:29]4[CH:34]=[CH:33][CH:32]=[CH:31][C:30]=4[CH3:35])[CH2:27][CH2:28]3)[CH:4]=2)[CH2:21][CH2:22]1. The catalyst class is: 46. (9) Reactant: [CH2:1]([C:3]1[C:8]([CH:9]=O)=[CH:7][CH:6]=[CH:5][C:4]=1[C:11]1[S:15][C:14]([C:16]2[CH:17]=[CH:18][C:19]([CH2:24][CH:25]([CH3:27])[CH3:26])=[C:20]([CH:23]=2)[C:21]#[N:22])=[N:13][N:12]=1)[CH3:2].[NH:28]1[CH2:32][CH2:31][CH:30]([C:33]([OH:35])=[O:34])[CH2:29]1.CC(O)=O.C(O[BH-](OC(=O)C)OC(=O)C)(=O)C.[Na+]. Product: [C:21]([C:20]1[CH:23]=[C:16]([C:14]2[S:15][C:11]([C:4]3[C:3]([CH2:1][CH3:2])=[C:8]([CH2:9][N:28]4[CH2:32][CH2:31][CH:30]([C:33]([OH:35])=[O:34])[CH2:29]4)[CH:7]=[CH:6][CH:5]=3)=[N:12][N:13]=2)[CH:17]=[CH:18][C:19]=1[CH2:24][CH:25]([CH3:27])[CH3:26])#[N:22]. The catalyst class is: 8.